From a dataset of Catalyst prediction with 721,799 reactions and 888 catalyst types from USPTO. Predict which catalyst facilitates the given reaction. (1) Reactant: [F:1][C:2]1[CH:3]=[C:4]([C:9]2[S:10][C:11]3[CH2:12][C:13]4[C:19]([C:20]5[CH:25]=[CH:24][C:23]([O:26][CH3:27])=[CH:22][CH:21]=5)=[N:18][N:17](COCC[Si](C)(C)C)[C:14]=4[C:15]=3[CH:16]=2)[CH:5]=[CH:6][C:7]=1[F:8].Cl. Product: [F:1][C:2]1[CH:3]=[C:4]([C:9]2[S:10][C:11]3[CH2:12][C:13]4[C:19]([C:20]5[CH:25]=[CH:24][C:23]([O:26][CH3:27])=[CH:22][CH:21]=5)=[N:18][NH:17][C:14]=4[C:15]=3[CH:16]=2)[CH:5]=[CH:6][C:7]=1[F:8]. The catalyst class is: 5. (2) Reactant: [C:1]([O:5][C:6](=[O:31])[CH:7]=[C:8]([C:25]1[CH:30]=[CH:29][CH:28]=[CH:27][CH:26]=1)[CH2:9][CH2:10][CH2:11][CH2:12][CH2:13][CH2:14][C:15]1[CH:24]=[CH:23][C:22]2[CH2:21][CH2:20][CH2:19][NH:18][C:17]=2[N:16]=1)([CH3:4])([CH3:3])[CH3:2].[H][H]. Product: [C:1]([O:5][C:6](=[O:31])[CH2:7][CH:8]([C:25]1[CH:26]=[CH:27][CH:28]=[CH:29][CH:30]=1)[CH2:9][CH2:10][CH2:11][CH2:12][CH2:13][CH2:14][C:15]1[CH:24]=[CH:23][C:22]2[CH2:21][CH2:20][CH2:19][NH:18][C:17]=2[N:16]=1)([CH3:4])([CH3:2])[CH3:3]. The catalyst class is: 63. (3) Reactant: [C:1]([C:3]1[CH:4]=[C:5]([CH:28]([CH3:30])[CH3:29])[C:6]2[O:10][C:9]([C:11]3[CH:26]=[CH:25][C:14]([C:15]([NH:17][CH2:18][CH:19]4[CH2:24][CH2:23][NH:22][CH2:21][CH2:20]4)=[O:16])=[CH:13][CH:12]=3)=[N:8][C:7]=2[CH:27]=1)#[N:2].[CH2:31]([N:38]=[C:39]=[O:40])[C:32]1[CH:37]=[CH:36][CH:35]=[CH:34][CH:33]=1. Product: [CH2:31]([NH:38][C:39]([N:22]1[CH2:23][CH2:24][CH:19]([CH2:18][NH:17][C:15](=[O:16])[C:14]2[CH:13]=[CH:12][C:11]([C:9]3[O:10][C:6]4[C:5]([CH:28]([CH3:30])[CH3:29])=[CH:4][C:3]([C:1]#[N:2])=[CH:27][C:7]=4[N:8]=3)=[CH:26][CH:25]=2)[CH2:20][CH2:21]1)=[O:40])[C:32]1[CH:37]=[CH:36][CH:35]=[CH:34][CH:33]=1. The catalyst class is: 4. (4) Reactant: [F:1][C:2]1[CH:9]=[C:8]([NH:10][C:11]2[CH:16]=[C:15]([O:17][CH:18]3[CH2:23][CH2:22][NH:21][CH2:20][CH2:19]3)[N:14]=[CH:13][N:12]=2)[C:7]([F:24])=[CH:6][C:3]=1[C:4]#[N:5].Cl[C:26]([O:28][CH:29]([CH3:31])[CH3:30])=[O:27]. Product: [CH:29]([O:28][C:26]([N:21]1[CH2:22][CH2:23][CH:18]([O:17][C:15]2[CH:16]=[C:11]([NH:10][C:8]3[CH:9]=[C:2]([F:1])[C:3]([C:4]#[N:5])=[CH:6][C:7]=3[F:24])[N:12]=[CH:13][N:14]=2)[CH2:19][CH2:20]1)=[O:27])([CH3:31])[CH3:30]. The catalyst class is: 1. (5) Reactant: [F:1][C:2]([F:24])([C:17]1[CH:22]=[CH:21][C:20]([F:23])=[CH:19][N:18]=1)[C:3]1[N:12]=[C:11]([OH:13])[C:10]2[C:5](=[C:6]([C:14]([OH:16])=[O:15])[CH:7]=[CH:8][CH:9]=2)[N:4]=1.Cl.[CH3:26]COCC. Product: [F:24][C:2]([F:1])([C:17]1[CH:22]=[CH:21][C:20]([F:23])=[CH:19][N:18]=1)[C:3]1[NH:12][C:11](=[O:13])[C:10]2[C:5](=[C:6]([C:14]([O:16][CH3:26])=[O:15])[CH:7]=[CH:8][CH:9]=2)[N:4]=1. The catalyst class is: 5. (6) Reactant: C(N(CC)CC)C.[OH:8][CH:9]1[CH2:14][CH2:13][CH2:12][NH:11][CH2:10]1.[Br:15][C:16]1[CH:21]=[CH:20][C:19]([S:22](Cl)(=[O:24])=[O:23])=[CH:18][CH:17]=1. Product: [Br:15][C:16]1[CH:21]=[CH:20][C:19]([S:22]([N:11]2[CH2:12][CH2:13][CH2:14][CH:9]([OH:8])[CH2:10]2)(=[O:24])=[O:23])=[CH:18][CH:17]=1. The catalyst class is: 91.